This data is from Catalyst prediction with 721,799 reactions and 888 catalyst types from USPTO. The task is: Predict which catalyst facilitates the given reaction. (1) Reactant: [CH3:1][C:2]1[CH:8]=[C:7]([CH3:9])[CH:6]=[CH:5][C:3]=1[NH2:4].[Br:10]Br. Product: [Br:10][C:5]1[CH:6]=[C:7]([CH3:9])[CH:8]=[C:2]([CH3:1])[C:3]=1[NH2:4]. The catalyst class is: 15. (2) Reactant: [CH:1]1[CH:2]=[CH:3][N:4]2[CH2:10][C:9]3[CH:11]=[CH:12][CH:13]=[CH:14][C:8]=3[N:7]([C:15]([C:17]3[CH:22]=[CH:21][C:20](B4OC(C)(C)C(C)(C)O4)=[C:19]([CH3:32])[CH:18]=3)=[O:16])[CH2:6][C:5]=12.FC(F)(F)S(O[C:39]1[C:48]2[C:43](=[CH:44][CH:45]=[CH:46][CH:47]=2)[CH2:42][CH2:41][CH:40]=1)(=O)=O.[C:51](=[O:54])([O-])[O-].[Na+].[Na+].C(O[CH2:61][CH3:62])(=O)C. Product: [C:39]1([C:20]2[CH:21]=[CH:22][C:17]([C:15]([N:7]3[C:8]4[CH:14]=[CH:13][CH:12]=[CH:11][C:9]=4[CH2:10][N:4]4[C:3]([C:51]([N:7]5[CH2:62][CH2:61][N:4]([CH3:3])[CH2:5][CH2:6]5)=[O:54])=[CH:2][CH:1]=[C:5]4[CH2:6]3)=[O:16])=[CH:18][C:19]=2[CH3:32])[C:48]2[C:43](=[CH:44][CH:45]=[CH:46][CH:47]=2)[CH2:42][CH2:41][CH:40]=1. The catalyst class is: 423. (3) Reactant: [NH2:1][CH2:2][C:3]1[C:4]([NH:19][C@H:20]([C:22]2[CH:27]=[CH:26][C:25]([F:28])=[CH:24][CH:23]=2)[CH3:21])=[N:5][C:6]([NH:10][C:11]2[CH:15]=[C:14]([CH:16]3[CH2:18][CH2:17]3)[NH:13][N:12]=2)=[C:7]([F:9])[CH:8]=1.CN(C(ON1N=NC2C=CC=CC1=2)=[N+](C)C)C.F[P-](F)(F)(F)(F)F.[O:53]=[C:54]1[NH:58][C@H:57]([C:59](O)=[O:60])[CH2:56][CH2:55]1.CCN(C(C)C)C(C)C. Product: [CH:16]1([C:14]2[NH:13][N:12]=[C:11]([NH:10][C:6]3[N:5]=[C:4]([NH:19][C@H:20]([C:22]4[CH:23]=[CH:24][C:25]([F:28])=[CH:26][CH:27]=4)[CH3:21])[C:3]([CH2:2][NH:1][C:59]([C@@H:57]4[CH2:56][CH2:55][C:54](=[O:53])[NH:58]4)=[O:60])=[CH:8][C:7]=3[F:9])[CH:15]=2)[CH2:18][CH2:17]1. The catalyst class is: 85. (4) Reactant: [Br-:1].[Na+].CN(C=O)C.S([C:12]1[CH:18]=[CH:17][C:15]([CH3:16])=[CH:14][CH:13]=1)([O-])(=O)=O. Product: [Br:1][CH2:13][CH2:14][CH:15]([CH3:16])[CH2:17][CH2:18][CH2:12][CH2:17][CH2:18][CH2:12][CH2:13][CH2:14][CH3:15]. The catalyst class is: 6. (5) Reactant: [CH3:1][C:2]([CH3:5])([O-])[CH3:3].[K+].[C:7]([O:10][CH2:11][CH2:12]CC(=O)C)(=[O:9])[CH3:8]. Product: [C:7]([O:10][CH2:11][CH2:12][CH2:1][C:2]([CH3:5])=[CH2:3])(=[O:9])[CH3:8]. The catalyst class is: 307. (6) Reactant: [CH2:1]([C:4]1[CH:5]=[N:6][NH:7][C:8]=1[NH2:9])[CH2:2][CH3:3].[O:10]1[C:14]2[CH:15]=[CH:16][C:17]([C:19](=O)[CH2:20][C:21](OCC)=[O:22])=[CH:18][C:13]=2[O:12][CH2:11]1. Product: [O:10]1[C:14]2[CH:15]=[CH:16][C:17]([C:19]3[NH:9][C:8]4[N:7]([N:6]=[CH:5][C:4]=4[CH2:1][CH2:2][CH3:3])[C:21](=[O:22])[CH:20]=3)=[CH:18][C:13]=2[O:12][CH2:11]1. The catalyst class is: 15. (7) The catalyst class is: 592. Reactant: [CH3:1][O:2][C:3]1[CH:4]=[C:5]2[C:9](=[CH:10][CH:11]=1)[N:8]([CH2:12][CH2:13][C:14]#[N:15])[C:7](=O)[C:6]12[O:21][CH2:20][CH2:19][CH2:18][O:17]1.N.C1COCC1. Product: [CH3:1][O:2][C:3]1[CH:11]=[CH:10][C:9]2[N:8]3[CH2:12][CH2:13][CH2:14][N:15]=[C:7]3[C:6]3([O:21][CH2:20][CH2:19][CH2:18][O:17]3)[C:5]=2[CH:4]=1. (8) Reactant: [Cl:1][C:2]1[CH:7]=[C:6]([C:8](F)(F)F)[CH:5]=[CH:4][C:3]=1[NH:12][CH:13]1[CH2:18][CH2:17][N:16]([C@H:19]2[CH2:24][CH2:23][C@H:22]([O:25][CH2:26][CH3:27])[CH2:21][CH2:20]2)[CH2:15][CH2:14]1.C([N:31]([CH:34](C)C)CC)(C)C.C(=O)(OC(Cl)(Cl)Cl)OC(Cl)(Cl)[Cl:40].[OH2:49]. Product: [ClH:1].[Cl:40][C:5]1[C:6]([CH3:8])=[CH:7][C:2]2[NH:31][C:34](=[O:49])[N:12]([CH:13]3[CH2:18][CH2:17][N:16]([CH:19]4[CH2:24][CH2:23][CH:22]([O:25][CH2:26][CH3:27])[CH2:21][CH2:20]4)[CH2:15][CH2:14]3)[C:3]=2[CH:4]=1. The catalyst class is: 4.